From a dataset of Forward reaction prediction with 1.9M reactions from USPTO patents (1976-2016). Predict the product of the given reaction. (1) Given the reactants [Br:1][C:2]1[CH:7]=[CH:6][C:5]([S:8]([N:11]2[C:17]3[CH:18]=[CH:19][CH:20]=[CH:21][C:16]=3[CH2:15][N:14]3[C:22]([C:25](=[O:30])C(Cl)(Cl)Cl)=[CH:23][CH:24]=[C:13]3[CH2:12]2)(=[O:10])=[O:9])=[CH:4][CH:3]=1.CS(C)=O.[NH2:35][CH2:36][C:37]1[CH:38]=[N:39][CH:40]=[CH:41][CH:42]=1, predict the reaction product. The product is: [Br:1][C:2]1[CH:7]=[CH:6][C:5]([S:8]([N:11]2[C:17]3[CH:18]=[CH:19][CH:20]=[CH:21][C:16]=3[CH2:15][N:14]3[C:22]([C:25]([NH:35][CH2:36][C:37]4[CH:38]=[N:39][CH:40]=[CH:41][CH:42]=4)=[O:30])=[CH:23][CH:24]=[C:13]3[CH2:12]2)(=[O:10])=[O:9])=[CH:4][CH:3]=1. (2) Given the reactants [N:1]1[C:10]2[C:5](=[CH:6][CH:7]=[CH:8][CH:9]=2)[CH:4]=[CH:3][C:2]=1[C:11]([OH:13])=[O:12].S(=O)(=O)(O)O.[CH2:19](O)[CH3:20], predict the reaction product. The product is: [N:1]1[C:10]2[C:5](=[CH:6][CH:7]=[CH:8][CH:9]=2)[CH:4]=[CH:3][C:2]=1[C:11]([O:13][CH2:19][CH3:20])=[O:12]. (3) The product is: [Cl:9][C:10]1[CH:11]=[CH:12][C:13]([C:16]2[CH:17]=[CH:18][C:19]([C:22]#[C:23][C:2]3[CH:8]=[CH:7][C:5]([NH2:6])=[CH:4][CH:3]=3)=[N:20][CH:21]=2)=[CH:14][CH:15]=1. Given the reactants I[C:2]1[CH:8]=[CH:7][C:5]([NH2:6])=[CH:4][CH:3]=1.[Cl:9][C:10]1[CH:15]=[CH:14][C:13]([C:16]2[CH:17]=[CH:18][C:19]([C:22]#[CH:23])=[N:20][CH:21]=2)=[CH:12][CH:11]=1, predict the reaction product.